From a dataset of Catalyst prediction with 721,799 reactions and 888 catalyst types from USPTO. Predict which catalyst facilitates the given reaction. (1) Reactant: [OH:1][C:2]1[CH:8]=[C:7]([CH3:9])[CH:6]=[CH:5][C:3]=1[NH2:4].C(=O)([O-])[O-].[K+].[K+].Br[CH2:17][CH2:18]Br.O. Product: [CH3:9][C:7]1[CH:6]=[CH:5][C:3]2[NH:4][CH2:18][CH2:17][O:1][C:2]=2[CH:8]=1. The catalyst class is: 1. (2) Reactant: [CH:1](=[N:8]/[C:9]1[CH:17]=[C:16]([Cl:18])[CH:15]=[C:14]2[C:10]=1[CH2:11][O:12][C:13]2=[O:19])\[C:2]1[CH:7]=[CH:6][CH:5]=[CH:4][CH:3]=1.[CH3:20][N:21]1[CH:25]=[CH:24][N:23]=[C:22]1[CH:26]=O.[O-:28][CH2:29][CH3:30].[Na+]. Product: [Cl:18][C:16]1[CH:15]=[C:14]([C:13]([O:12][CH2:11][CH3:10])=[O:19])[C:30]2[C:29](=[O:28])[CH:26]([C:22]3[N:21]([CH3:20])[CH:25]=[CH:24][N:23]=3)[CH:1]([C:2]3[CH:3]=[CH:4][CH:5]=[CH:6][CH:7]=3)[NH:8][C:9]=2[CH:17]=1. The catalyst class is: 567. (3) The catalyst class is: 23. Product: [NH:8]1[C:9]2[C:5](=[CH:4][CH:3]=[C:2]([O:1][CH2:18][C:19]([OH:21])=[O:20])[CH:10]=2)[CH:6]=[CH:7]1. Reactant: [OH:1][C:2]1[CH:10]=[C:9]2[C:5]([CH:6]=[CH:7][NH:8]2)=[CH:4][CH:3]=1.C([O-])([O-])=O.[K+].[K+].Br[CH2:18][C:19]([O:21]C(C)(C)C)=[O:20].N#N. (4) Reactant: C(N(CC)CC)C.[CH:8]([C:10]1[C:18]2[C:13](=[CH:14][CH:15]=[CH:16][CH:17]=2)[N:12](C(OC(C)(C)C)=O)[CH:11]=1)=[O:9].[CH3:26][O:27][C:28]1[CH:29]=[C:30]([CH:39]=[CH:40][CH:41]=1)[N:31]=[CH:32][C:33]1[N:34]([CH3:38])[CH:35]=[CH:36][N:37]=1. The catalyst class is: 433. Product: [NH:12]1[C:13]2[C:18](=[CH:17][CH:16]=[CH:15][CH:14]=2)[C:10]([C:8](=[O:9])[CH:32]([NH:31][C:30]2[CH:39]=[CH:40][CH:41]=[C:28]([O:27][CH3:26])[CH:29]=2)[C:33]2[N:34]([CH3:38])[CH:35]=[CH:36][N:37]=2)=[CH:11]1. (5) Reactant: [C:1]([O:5][C:6]([N:8]1[CH:12]2[CH2:13][CH2:14][CH:9]1[C:10]([C:15]1[C:16]([CH2:23][CH2:24]O)=[CH:17][C:18]([O:21][CH3:22])=[N:19][CH:20]=1)=[CH:11]2)=[O:7])([CH3:4])([CH3:3])[CH3:2].C(Br)(Br)(Br)[Br:27].C1C=CC(P(C2C=CC=CC=2)C2C=CC=CC=2)=CC=1. Product: [C:1]([O:5][C:6]([N:8]1[CH:12]2[CH2:13][CH2:14][CH:9]1[C:10]([C:15]1[C:16]([CH2:23][CH2:24][Br:27])=[CH:17][C:18]([O:21][CH3:22])=[N:19][CH:20]=1)=[CH:11]2)=[O:7])([CH3:4])([CH3:3])[CH3:2]. The catalyst class is: 2.